This data is from hERG Central: cardiac toxicity at 1µM, 10µM, and general inhibition. The task is: Predict hERG channel inhibition at various concentrations. (1) The molecule is COc1ccccc1C(=O)C1CCCN(Cc2cccc3nccnc23)C1. Results: hERG_inhib (hERG inhibition (general)): blocker. (2) The compound is CS(=O)(=O)Nc1ccc(C(=O)N2CCN(c3ccccc3)CC2)cc1. Results: hERG_inhib (hERG inhibition (general)): blocker. (3) The drug is Cc1ccc(S(=O)(=O)NC(=NC2CCCCC2)c2ccccc2)cc1. Results: hERG_inhib (hERG inhibition (general)): blocker. (4) The molecule is CCn1c(SCCOc2ccc(Cl)cc2)nnc1-c1cccs1. Results: hERG_inhib (hERG inhibition (general)): blocker.